Dataset: Peptide-MHC class I binding affinity with 185,985 pairs from IEDB/IMGT. Task: Regression. Given a peptide amino acid sequence and an MHC pseudo amino acid sequence, predict their binding affinity value. This is MHC class I binding data. (1) The peptide sequence is QTHEPEFDY. The MHC is HLA-A01:01 with pseudo-sequence HLA-A01:01. The binding affinity (normalized) is 0.0598. (2) The peptide sequence is YVDHYYRDY. The MHC is HLA-B27:05 with pseudo-sequence HLA-B27:05. The binding affinity (normalized) is 0.0847. (3) The peptide sequence is FLGKIWPSYK. The MHC is HLA-A33:01 with pseudo-sequence HLA-A33:01. The binding affinity (normalized) is 0.155. (4) The peptide sequence is ITEAELTGY. The MHC is HLA-A01:01 with pseudo-sequence HLA-A01:01. The binding affinity (normalized) is 0.704. (5) The peptide sequence is KMARLGKGY. The MHC is HLA-A26:01 with pseudo-sequence HLA-A26:01. The binding affinity (normalized) is 0.0847.